Dataset: Full USPTO retrosynthesis dataset with 1.9M reactions from patents (1976-2016). Task: Predict the reactants needed to synthesize the given product. (1) The reactants are: [CH3:1][O:2][C:3]1[C:8]2[NH:9][C:10]([C:12]3[S:13][CH:14]=[CH:15][CH:16]=3)=[N:11][C:7]=2[CH:6]=[C:5]([C:17]([OH:19])=O)[CH:4]=1.[NH2:20][CH2:21][CH2:22][C:23]1[N:27]=[CH:26][NH:25][CH:24]=1. Given the product [NH:27]1[C:23]([CH2:22][CH2:21][NH:20][C:17]([C:5]2[CH:4]=[C:3]([O:2][CH3:1])[C:8]3[NH:9][C:10]([C:12]4[S:13][CH:14]=[CH:15][CH:16]=4)=[N:11][C:7]=3[CH:6]=2)=[O:19])=[CH:24][N:25]=[CH:26]1, predict the reactants needed to synthesize it. (2) Given the product [CH:1]1[CH:6]=[CH:5][C:4]([C:10]([OH:12])=[O:11])=[C:3]([C:13]2[C:14]3[CH:19]=[CH:18][C:17]([OH:20])=[CH:16][C:15]=3[O:21][C:22]3[C:23]=2[CH:24]=[CH:25][C:26]([CH:27]=3)=[O:28])[CH:2]=1.[NH:7]1[CH2:6][C:37](=[O:38])[NH:36][C:8]1=[S:9], predict the reactants needed to synthesize it. The reactants are: [CH:1]1[C:6]([N:7]=[C:8]=[S:9])=[CH:5][C:4]2[C:10]([O:12][C:13]3([C:23]4[CH:24]=[CH:25][C:26]([OH:28])=[CH:27][C:22]=4[O:21][C:15]4[CH:16]=[C:17]([OH:20])[CH:18]=[CH:19][C:14]3=4)[C:3]=2[CH:2]=1)=[O:11].C1(S[N:36]=[C:37]=[O:38])C=CC=CC=1. (3) Given the product [CH3:33][S:34]([C:2]1[CH:7]=[CH:6][C:5]([C:8]2[C:9]([C:27]3[CH:32]=[CH:31][CH:30]=[CH:29][CH:28]=3)=[C:10]([C:14]([C:16]([C:18]3[CH:23]=[CH:22][C:21]([O:24][CH3:25])=[C:20]([Cl:26])[CH:19]=3)=[O:17])=[O:15])[CH:11]=[CH:12][CH:13]=2)=[CH:4][CH:3]=1)(=[O:36])=[O:35], predict the reactants needed to synthesize it. The reactants are: F[C:2]1[CH:7]=[CH:6][C:5]([C:8]2[C:9]([C:27]3[CH:32]=[CH:31][CH:30]=[CH:29][CH:28]=3)=[C:10]([C:14]([C:16]([C:18]3[CH:23]=[CH:22][C:21]([O:24][CH3:25])=[C:20]([Cl:26])[CH:19]=3)=[O:17])=[O:15])[CH:11]=[CH:12][CH:13]=2)=[CH:4][CH:3]=1.[CH3:33][S:34]([O-:36])=[O:35].[Na+].